This data is from Experimentally validated miRNA-target interactions with 360,000+ pairs, plus equal number of negative samples. The task is: Binary Classification. Given a miRNA mature sequence and a target amino acid sequence, predict their likelihood of interaction. The miRNA is rno-miR-200b-5p with sequence CAUCUUACUGGGCAGCAUUGGA. The protein sequence of the target gene is MPRNVPEVNGVYRHGACELWCRAMAHALLKRSGVRRGLGGREGPLKRLRLAVEDFVRTTSESEACESRSAVARSRPGGRKSRKELRKEKRHLRKARRLQRTVGSGSGDQGGNVGLNDGPETRRPPTEVRPTPAKATATPAKASAPSTNTKASAAQPKAKAKGAPGKPGPATATARKRALLAANEEEDREIRKLERCLGLHKRKKKGDGSSVPLSFARDGLDYILGALECGSGGGLYESSEEEEEEKLETGQTVLESDLESNSKESEEDPDWQVLQEDQEDVNSKRRGEAESGTRGNKGTK.... Result: 0 (no interaction).